This data is from B-cell epitopes from IEDB database with 3,159 antigens for binding position prediction. The task is: Token-level Classification. Given an antigen amino acid sequence, predict which amino acid positions are active epitope sites capable of antibody binding. Output is a list of indices for active positions. (1) Given the antigen sequence: MEKKQRFSLRKYKSGTFSVLIGSVFLMMTTTVAADELSTMSEPTITNHAQQQAQHLTNTELSSAESQSPDTSQITLKTNREKEQSQDLVSEPTTTELADTDSAPMANTGPDATQKSASLPPVNTDVHDWVKTKGAWDKGYKGQGKVVAVIDTGIDPAHQSMRISDVSTAKVKSKEDMLARQKAAGINYGSWINDKVVFAHNYVENSDNIKENQFEDFDEDWENFEFDAEPKAIKKHKIYRPQSTQAPKETVIKTEETDGSHDIDWTQTDDETKYESHGMHVTGIVAGNSKEAAATGERFLGIAPEAQVMFMRVFANDVMGSAESLFIKAIEDAVALGADVINLSLGTANGAQLSGSKPLMEAIEKAKKAGVSVVVAAGNERVYGSDHDDPLATNPDYGLVGSPSTGRTPTSVAAINSKWVIQRLMTVKELENRADLNHGKAIYSESVDFKDIKDSLGYDKSHQFAYVKESTDAGYKAQDVKGKIALIERDLNKTYDEMIA..., which amino acid positions are active epitope sites? The epitope positions are: [204, 205, 206, 207, 208, 209, 210, 211, 212, 213, 214, 215, 216, 217, 218, 219, 220, 221, 222, 223]. The amino acids at these positions are: NSDNIKENQFEDFDEDWENF. (2) Given the antigen sequence: MNMKKATIAATAGIAVTAFAAPTIASASTVVVEAGDTLWGIAQSKGTTVDAIKKANNLTTDKIVPGQKLQVNNEVAAAEKTEKSVSATWLNVRSGAGVDNSIITSIKGGTKVTVETTESNGWHKITYNDGKTGFVNGKYLTDKAVSTPVAPTQEVKKETTTQQAAPAAETKTEVKQTTQATTPAPKVAETKETPVVDQNATTHAVKSGDTIWALSVKYGVSVQDIMSWNNLSSSSIYVGQKLAIKQTANTATPKAEVKTEAPAAEKQAAPVVKENTNTNTATTEKKETATQQQTAPKAPTEAAKPAPAPSTNTNANKTNTNTNTNTNTNNTNTNTPSKNTNTNSNTNTNTNSNTNANQGSSNNNSNSSASAIIAEAQKHLGKAYSWGGNGPTTFDCSGYTKYVFAKAGISLPRTSGAQYASTTRISESQAKPGDLVFFDYGSGISHVGIYVGNGQMINAQDNGVKYDNIHGSGWGKYLVGFGRV, which amino acid positions are active epitope sites? The epitope positions are: [290, 291, 292, 293, 294, 295, 296, 297, 298, 299, 300]. The amino acids at these positions are: QQQTAPKAPTE. (3) The epitope positions are: [23, 24, 25, 26, 27, 28, 29, 30, 31, 32]. The amino acids at these positions are: MSLPGRWKPK. Given the antigen sequence: VTIGGQLKEALLGTGADDTVLEEMSLPGRWKPKMIGGIGGFI, which amino acid positions are active epitope sites? (4) Given the antigen sequence: MDRTICPFFIQSFTMSTALKRLIPFLVPFVVFLVAAALGGLAADQPENHQALAEPVTGVGEAGVSPVNEAGESYSSATSGVQEATAPGAVLLDAIDAESDKVDNQAEGGERMKKVEEELSLLRRELYDRTDRPGLKRAVILSLATSAAIGGRMVSRTLRDNIPGYFVVINAILAAYYIRKVLTYRRRVMTKRQPFMSSVKNFFRRKPKDEGAGVDKASKKQT, which amino acid positions are active epitope sites? The epitope positions are: [145, 146, 147, 148, 149, 150, 151, 152, 153, 154, 155, 156, 157, 158, 159, 160, 161, 162, 163]. The amino acids at these positions are: SAAIGGRMVSRTLRDNIPG. (5) Given the antigen sequence: SNTFINNAYNMSIRRSMEESKPPTGASGSAGSGSGSGAVASAGNGANPGADAERSPSTPATPATTTTTTTTTTTNDAEASTSTSSENPNHNKAETNPKGKGEVQKPNQANKE, which amino acid positions are active epitope sites? The epitope positions are: [0, 1, 2, 3, 4, 5, 6, 7]. The amino acids at these positions are: SNTFINNA. (6) Given the antigen sequence: SQAAPYIEQAQVIAHQFKEKVLGLLQRATQQQAVIEPIVATNWQKLEAFWHKHMWNFVSGIQYLAGLSTLPGNPAVASLMAFTASVTSPLTTNQTMFFNILGGWVATHLAGPQSSSAFVVSGLAGAAIGGIGLGRVLLDILAGYGAGVSGALVAFKIMGGELPTAEDVVNLLPAILSPGALVVGVICAAILRRHVGPGEGAVQWMNRLIAFASRGNHVSPTHYVPESDAAARVTALLSSLTVTSLLRRLHQWINEDYPSPC, which amino acid positions are active epitope sites? The epitope positions are: [16, 17, 18, 19, 20, 21, 22, 23, 24, 25, 26, 27, 28, 29]. The amino acids at these positions are: FKEKVLGLLQRATQ.